Dataset: Forward reaction prediction with 1.9M reactions from USPTO patents (1976-2016). Task: Predict the product of the given reaction. Given the reactants [O:1]1[CH2:6][CH2:5][C:4](=[O:7])[CH2:3][CH2:2]1.[CH3:8][N:9]([CH:11](OC)OC)[CH3:10], predict the reaction product. The product is: [CH3:8][N:9](/[CH:11]=[C:3]1/[CH2:2][O:1][CH2:6][CH2:5][C:4]/1=[O:7])[CH3:10].